From a dataset of Peptide-MHC class I binding affinity with 185,985 pairs from IEDB/IMGT. Regression. Given a peptide amino acid sequence and an MHC pseudo amino acid sequence, predict their binding affinity value. This is MHC class I binding data. (1) The peptide sequence is DIKASNIVL. The MHC is HLA-B08:01 with pseudo-sequence HLA-B08:01. The binding affinity (normalized) is 0. (2) The peptide sequence is TSEHGGRAY. The MHC is HLA-B40:01 with pseudo-sequence HLA-B40:01. The binding affinity (normalized) is 0.0847. (3) The peptide sequence is KRFYQTVGF. The MHC is HLA-B07:02 with pseudo-sequence HLA-B07:02. The binding affinity (normalized) is 0.0847. (4) The peptide sequence is GTITGGVCYY. The MHC is HLA-A68:01 with pseudo-sequence HLA-A68:01. The binding affinity (normalized) is 0.472. (5) The binding affinity (normalized) is 0.0771. The MHC is HLA-B58:01 with pseudo-sequence HLA-B58:01. The peptide sequence is RVKEKYQHL. (6) The peptide sequence is ILDNLRCHSA. The MHC is HLA-A02:06 with pseudo-sequence HLA-A02:06. The binding affinity (normalized) is 0.474. (7) The peptide sequence is SLQTIASKK. The MHC is HLA-B53:01 with pseudo-sequence HLA-B53:01. The binding affinity (normalized) is 0. (8) The peptide sequence is WASGVPAAT. The MHC is HLA-A02:11 with pseudo-sequence HLA-A02:11. The binding affinity (normalized) is 0.0847.